From a dataset of Full USPTO retrosynthesis dataset with 1.9M reactions from patents (1976-2016). Predict the reactants needed to synthesize the given product. (1) Given the product [Cl:1][C:2]1[C:3]2[C:4]3[C:5](=[C:20]([CH3:23])[O:21][N:22]=3)[C:6](=[O:19])[N:7]([C@H:12]3[CH2:17][CH2:16][CH2:15][C@@H:14]([NH:18][C:33]([NH:32][C:26]4[CH:31]=[CH:30][CH:29]=[CH:28][CH:27]=4)=[O:34])[CH2:13]3)[C:8]=2[CH:9]=[CH:10][CH:11]=1, predict the reactants needed to synthesize it. The reactants are: [Cl:1][C:2]1[C:3]2[C:4]3[C:5](=[C:20]([CH3:23])[O:21][N:22]=3)[C:6](=[O:19])[N:7]([C@H:12]3[CH2:17][CH2:16][CH2:15][C@@H:14]([NH2:18])[CH2:13]3)[C:8]=2[CH:9]=[CH:10][CH:11]=1.[OH-].[Na+].[C:26]1([N:32]=[C:33]=[O:34])[CH:31]=[CH:30][CH:29]=[CH:28][CH:27]=1. (2) Given the product [Cl:14][C:10]1[CH:9]=[C:8]([C:6]2[N:7]=[C:2]([NH:28][C:27]3[CH:26]=[CH:25][C:24]([CH2:23][C:19]4[O:18][CH:22]=[CH:21][N:20]=4)=[CH:30][CH:29]=3)[C:3]3[CH2:17][CH2:16][CH2:15][C:4]=3[N:5]=2)[CH:13]=[CH:12][CH:11]=1, predict the reactants needed to synthesize it. The reactants are: Cl[C:2]1[C:3]2[CH2:17][CH2:16][CH2:15][C:4]=2[N:5]=[C:6]([C:8]2[CH:13]=[CH:12][CH:11]=[C:10]([Cl:14])[CH:9]=2)[N:7]=1.[O:18]1[CH:22]=[CH:21][N:20]=[C:19]1[CH2:23][C:24]1[CH:30]=[CH:29][C:27]([NH2:28])=[CH:26][CH:25]=1. (3) Given the product [C:76]([O:80][C:81]([N:83]1[CH2:88][CH2:87][N:86]([C:89]2[CH:94]=[CH:93][C:92]([NH:95][C:39](=[O:40])[C:38]3[CH:42]=[CH:43][C:35]([C:30]4[CH:31]=[C:32]5[C:27](=[CH:28][CH:29]=4)[C:25]4[N:26]=[C:22]([C@@H:17]6[CH2:18][C@H:19]([CH3:21])[CH2:20][N:16]6[C:14](=[O:15])[C@@H:13]([NH:12][C:10]([O:9][CH3:8])=[O:11])[CH:49]([CH3:50])[CH3:51])[NH:23][C:24]=4[CH:34]=[CH:33]5)=[C:36]([O:44][C:4]([F:5])([F:6])[F:7])[CH:37]=3)=[CH:91][N:90]=2)[C@H:85]([CH3:96])[CH2:84]1)=[O:82])([CH3:79])([CH3:77])[CH3:78], predict the reactants needed to synthesize it. The reactants are: OC([C:4]([F:7])([F:6])[F:5])=O.[CH3:8][O:9][C:10]([NH:12][C@@H:13]([CH:49]([CH3:51])[CH3:50])[C:14]([N:16]1[CH2:20][C@@H:19]([CH3:21])[CH2:18][C@H:17]1[C:22]1[NH:23][C:24]2[CH:34]=[CH:33][C:32]3[C:27](=[CH:28][CH:29]=[C:30]([C:35]4[CH:43]=[CH:42][C:38]([C:39](O)=[O:40])=[CH:37][C:36]=4[O:44]C(F)(F)F)[CH:31]=3)[C:25]=2[N:26]=1)=[O:15])=[O:11].CN(C(ON1N=NC2C=CC=NC1=2)=[N+](C)C)C.F[P-](F)(F)(F)(F)F.[C:76]([O:80][C:81]([N:83]1[CH2:88][CH2:87][N:86]([C:89]2[CH:94]=[CH:93][C:92]([NH2:95])=[CH:91][N:90]=2)[C@H:85]([CH3:96])[CH2:84]1)=[O:82])([CH3:79])([CH3:78])[CH3:77].CCN(C(C)C)C(C)C. (4) Given the product [CH3:8][O:12][C:13]([N:15]1[CH2:20][CH2:19][CH:18]([CH:21]([C:42]2[CH:43]=[CH:44][CH:45]=[CH:46][CH:47]=2)[CH2:22][CH2:23][N:24]2[CH2:25][CH:26]3[CH:30]([CH2:29][N:28]([C:32]([C:34]4[C:35]([CH3:41])=[N:36][CH:37]=[N:38][C:39]=4[CH3:40])=[O:33])[CH2:27]3)[CH2:31]2)[CH2:17][CH2:16]1)=[O:14], predict the reactants needed to synthesize it. The reactants are: Cl.O1CCOCC1.[C:8]([O:12][C:13]([N:15]1[CH2:20][CH2:19][CH:18]([CH:21]([C:42]2[CH:47]=[CH:46][CH:45]=[CH:44][CH:43]=2)[CH2:22][CH2:23][N:24]2[CH2:31][CH:30]3[CH:26]([CH2:27][N:28]([C:32]([C:34]4[C:35]([CH3:41])=[N:36][CH:37]=[N:38][C:39]=4[CH3:40])=[O:33])[CH2:29]3)[CH2:25]2)[CH2:17][CH2:16]1)=[O:14])(C)(C)C.ClC(OC)=O.